Dataset: Catalyst prediction with 721,799 reactions and 888 catalyst types from USPTO. Task: Predict which catalyst facilitates the given reaction. (1) Reactant: [C:1]([O:5][C:6]([N:8]1[CH2:17][CH2:16][C:15]2[C:10](=[CH:11][C:12]([OH:18])=[CH:13][CH:14]=2)[CH2:9]1)=[O:7])([CH3:4])([CH3:3])[CH3:2].[H-].[Na+].[CH3:21][S:22][CH2:23]Cl.O. Product: [C:1]([O:5][C:6]([N:8]1[CH2:17][CH2:16][C:15]2[C:10](=[CH:11][C:12]([O:18][CH2:21][S:22][CH3:23])=[CH:13][CH:14]=2)[CH2:9]1)=[O:7])([CH3:4])([CH3:2])[CH3:3]. The catalyst class is: 9. (2) Reactant: [F:1][C:2]([F:11])([F:10])[C:3](=[O:9])[C:4]([O:6][CH2:7][CH3:8])=[O:5].[C:12](=[O:22])([O:14][CH2:15][C:16]1[CH:21]=[CH:20][CH:19]=[CH:18][CH:17]=1)[NH2:13]. Product: [CH2:15]([O:14][C:12]([NH:13][C:3]([OH:9])([C:2]([F:10])([F:11])[F:1])[C:4]([O:6][CH2:7][CH3:8])=[O:5])=[O:22])[C:16]1[CH:21]=[CH:20][CH:19]=[CH:18][CH:17]=1. The catalyst class is: 4. (3) Reactant: [Cl:1][C:2]1[N:7]=[C:6]([NH2:8])[CH:5]=[C:4]([C:9]2[C:17]3[C:12](=[N:13][CH:14]=[CH:15][CH:16]=3)[N:11]([S:18]([C:21]3[CH:26]=[CH:25][CH:24]=[CH:23][CH:22]=3)(=[O:20])=[O:19])[CH:10]=2)[CH:3]=1.N1C=CC=CC=1.[Cl:33][CH2:34][C:35](Cl)=[O:36]. Product: [Cl:33][CH2:34][C:35]([NH:8][C:6]1[CH:5]=[C:4]([C:9]2[C:17]3[C:12](=[N:13][CH:14]=[CH:15][CH:16]=3)[N:11]([S:18]([C:21]3[CH:22]=[CH:23][CH:24]=[CH:25][CH:26]=3)(=[O:19])=[O:20])[CH:10]=2)[CH:3]=[C:2]([Cl:1])[N:7]=1)=[O:36]. The catalyst class is: 3. (4) Reactant: Cl.[CH2:2]([O:4][C@H:5]1[CH2:9][NH:8][C@H:7]([C:10]([OH:12])=[O:11])[CH2:6]1)[CH3:3].C(=O)([O-])[O-].[K+].[K+].[C:19](=O)([O:35]N1C(=O)CCC1=O)[O:20][CH2:21][CH:22]1[C:34]2[CH:33]=[CH:32][CH:31]=[CH:30][C:29]=2[C:28]2[C:23]1=[CH:24][CH:25]=[CH:26][CH:27]=2. Product: [CH:33]1[C:34]2[CH:22]([CH2:21][O:20][C:19]([N:8]3[CH2:9][C@H:5]([O:4][CH2:2][CH3:3])[CH2:6][C@H:7]3[C:10]([OH:12])=[O:11])=[O:35])[C:23]3[C:28](=[CH:27][CH:26]=[CH:25][CH:24]=3)[C:29]=2[CH:30]=[CH:31][CH:32]=1. The catalyst class is: 38. (5) Reactant: [CH3:1][O:2][C:3]([C:5]1[CH:10]=[CH:9][C:8]([CH2:11]Br)=[CH:7][CH:6]=1)=[O:4].[H-].[Na+].[CH3:15][C:16]1([CH3:32])[CH2:29][CH2:28][C:27]([CH3:31])([CH3:30])[C:26]2[C:17]1=[CH:18][C:19]1[NH:24][CH2:23][CH2:22][O:21][C:20]=1[CH:25]=2. Product: [CH3:1][O:2][C:3](=[O:4])[C:5]1[CH:10]=[CH:9][C:8]([CH2:11][N:24]2[CH2:23][CH2:22][O:21][C:20]3[CH:25]=[C:26]4[C:17](=[CH:18][C:19]2=3)[C:16]([CH3:32])([CH3:15])[CH2:29][CH2:28][C:27]4([CH3:31])[CH3:30])=[CH:7][CH:6]=1. The catalyst class is: 1. (6) Reactant: [OH:1][C:2]1[C:11]([CH3:12])=[C:10]([CH3:13])[C:9](B2OC(C)(C)C(C)(C)O2)=[CH:8][C:3]=1[C:4]([O:6][CH3:7])=[O:5].Cl[CH2:24][C:25]1[CH:32]=[CH:31][C:28]([C:29]#[N:30])=[C:27]([F:33])[CH:26]=1.C(=O)([O-])[O-].[Na+].[Na+].COCCOC. Product: [C:29]([C:28]1[CH:31]=[CH:32][C:25]([CH2:24][C:9]2[C:10]([CH3:13])=[C:11]([CH3:12])[C:2]([OH:1])=[C:3]([CH:8]=2)[C:4]([O:6][CH3:7])=[O:5])=[CH:26][C:27]=1[F:33])#[N:30]. The catalyst class is: 6. (7) Reactant: C[O:2][C:3](=[O:40])[C@H:4]([NH:12][C:13](=[O:39])[C:14]1[CH:19]=[CH:18][C:17]([N:20]2[C:24]([NH:25][C:26]([O:28][C@@H:29]([C:31]3[CH:36]=[CH:35][CH:34]=[CH:33][C:32]=3[Cl:37])[CH3:30])=[O:27])=[C:23]([CH3:38])[CH:22]=[N:21]2)=[CH:16][CH:15]=1)[CH2:5][C:6]1[CH:11]=[CH:10][CH:9]=[CH:8][CH:7]=1.C1COCC1.[Li+].[OH-].Cl. Product: [Cl:37][C:32]1[CH:33]=[CH:34][CH:35]=[CH:36][C:31]=1[C@H:29]([O:28][C:26]([NH:25][C:24]1[N:20]([C:17]2[CH:18]=[CH:19][C:14]([C:13]([NH:12][C@H:4]([CH2:5][C:6]3[CH:7]=[CH:8][CH:9]=[CH:10][CH:11]=3)[C:3]([OH:40])=[O:2])=[O:39])=[CH:15][CH:16]=2)[N:21]=[CH:22][C:23]=1[CH3:38])=[O:27])[CH3:30]. The catalyst class is: 13. (8) Reactant: [CH3:1][C:2]1[C:8]([N+:9]([O-])=O)=[CH:7][CH:6]=[CH:5][C:3]=1N.N([O-])=O.[Na+].C([O:19][CH2:20][CH3:21])(=O)C.[CH3:22]CCCCC. Product: [NH2:9][C:8]1[CH:7]=[CH:6][CH:5]=[C:3]2[C:2]=1[CH2:1][C@H:20]([OH:19])[CH2:21][CH2:22]2. The catalyst class is: 86. (9) Reactant: [OH:1][C@H:2]([C:19]1[CH:24]=[CH:23][CH:22]=[CH:21][CH:20]=1)[CH2:3][NH:4][C:5]([C@@H:7]([CH2:16][CH:17]=[CH2:18])[CH2:8][C:9]([O:11][C:12]([CH3:15])([CH3:14])[CH3:13])=[O:10])=[O:6].[CH3:25][C@H:26]([CH2:30][CH:31]=[CH2:32])[C:27](O)=[O:28]. Product: [CH3:25][C@H:26]([CH2:30][CH:31]=[CH2:32])[C:27]([O:1][C@H:2]([C:19]1[CH:20]=[CH:21][CH:22]=[CH:23][CH:24]=1)[CH2:3][NH:4][C:5]([C@@H:7]([CH2:16][CH:17]=[CH2:18])[CH2:8][C:9]([O:11][C:12]([CH3:15])([CH3:14])[CH3:13])=[O:10])=[O:6])=[O:28]. The catalyst class is: 91.